From a dataset of Full USPTO retrosynthesis dataset with 1.9M reactions from patents (1976-2016). Predict the reactants needed to synthesize the given product. (1) The reactants are: FC(F)(F)C(O)=O.[NH2:8][CH2:9][CH2:10][O:11][CH2:12][CH2:13][O:14][C:15]1[CH:16]=[CH:17][C:18]([NH:25][C:26](=[O:35])[C:27]2[CH:32]=[CH:31][C:30]([Cl:33])=[CH:29][C:28]=2[Cl:34])=[C:19]([CH:24]=1)[C:20]([O:22][CH3:23])=[O:21].[F:36][C:37]1[CH:42]=[C:41]([F:43])[CH:40]=[CH:39][C:38]=1[N:44]=[C:45]=[O:46].C(N(C(C)C)CC)(C)C. Given the product [Cl:34][C:28]1[CH:29]=[C:30]([Cl:33])[CH:31]=[CH:32][C:27]=1[C:26]([NH:25][C:18]1[CH:17]=[CH:16][C:15]([O:14][CH2:13][CH2:12][O:11][CH2:10][CH2:9][NH:8][C:45]([NH:44][C:38]2[CH:39]=[CH:40][C:41]([F:43])=[CH:42][C:37]=2[F:36])=[O:46])=[CH:24][C:19]=1[C:20]([O:22][CH3:23])=[O:21])=[O:35], predict the reactants needed to synthesize it. (2) Given the product [CH2:32]([O:34][C:35]([C:37]1([C:40]2[CH:45]=[CH:44][C:43]([C:2]3[CH:3]=[CH:4][C:5]([C:8]4[O:12][N:11]=[C:10]([CH3:13])[C:9]=4[CH:14]([OH:15])[C:16]4[N:17]=[N:18][N:19]([CH2:21][C:22]5[CH:27]=[CH:26][CH:25]=[CH:24][C:23]=5[C:28]([F:30])([F:31])[F:29])[CH:20]=4)=[CH:6][CH:7]=3)=[CH:42][CH:41]=2)[CH2:38][CH2:39]1)=[O:36])[CH3:33], predict the reactants needed to synthesize it. The reactants are: Br[C:2]1[CH:7]=[CH:6][C:5]([C:8]2[O:12][N:11]=[C:10]([CH3:13])[C:9]=2[CH:14]([C:16]2[N:17]=[N:18][N:19]([CH2:21][C:22]3[CH:27]=[CH:26][CH:25]=[CH:24][C:23]=3[C:28]([F:31])([F:30])[F:29])[CH:20]=2)[OH:15])=[CH:4][CH:3]=1.[CH2:32]([O:34][C:35]([C:37]1([C:40]2[CH:45]=[CH:44][C:43](B3OC(C)(C)C(C)(C)O3)=[CH:42][CH:41]=2)[CH2:39][CH2:38]1)=[O:36])[CH3:33]. (3) Given the product [Cl:17][C:18]1[CH:46]=[C:45]([Cl:47])[CH:44]=[CH:43][C:19]=1[CH2:20][N:21]1[C:25]2[CH:26]=[C:27]([CH2:31][N:32]([CH3:1])[C:33]3[CH:41]=[CH:40][CH:39]=[CH:38][C:34]=3[C:35]([OH:37])=[O:36])[CH:28]=[C:29]([CH3:30])[C:24]=2[N:23]=[C:22]1[CH3:42], predict the reactants needed to synthesize it. The reactants are: [C:1](O[BH-](OC(=O)C)OC(=O)C)(=O)C.[Na+].C=O.[Cl:17][C:18]1[CH:46]=[C:45]([Cl:47])[CH:44]=[CH:43][C:19]=1[CH2:20][N:21]1[C:25]2[CH:26]=[C:27]([CH2:31][NH:32][C:33]3[CH:41]=[CH:40][CH:39]=[CH:38][C:34]=3[C:35]([OH:37])=[O:36])[CH:28]=[C:29]([CH3:30])[C:24]=2[N:23]=[C:22]1[CH3:42].[BH4-].[Na+].